From a dataset of Peptide-MHC class II binding affinity with 134,281 pairs from IEDB. Regression. Given a peptide amino acid sequence and an MHC pseudo amino acid sequence, predict their binding affinity value. This is MHC class II binding data. The peptide sequence is DQVVMTSLALVGAALK. The MHC is DRB1_0701 with pseudo-sequence DRB1_0701. The binding affinity (normalized) is 0.728.